From a dataset of Reaction yield outcomes from USPTO patents with 853,638 reactions. Predict the reaction yield, written as a fraction of the theoretical maximum amount of product (1.0 means a 100% yield; for example, 0.34 means a 34% yield). (1) The reactants are [I:1][C:2]1[CH:3]=[C:4]2[C:8](=[CH:9][CH:10]=1)[NH:7][C:6](=[O:11])[C:5]2=O.C(O)(C(F)(F)F)=O.[CH3:20][O:21][C:22]([C:24]1[CH:50]=[CH:49][C:27]([C:28]([NH:30][CH2:31][C:32]2[CH:48]=[CH:47][C:35]([C:36]([NH:38][NH:39]C(OC(C)(C)C)=O)=[O:37])=[CH:34][CH:33]=2)=[O:29])=[CH:26][CH:25]=1)=[O:23]. The catalyst is C(O)(=O)C. The product is [I:1][C:2]1[CH:3]=[C:4]2[C:8](=[CH:9][CH:10]=1)[NH:7][C:6](=[O:11])[C:5]2=[N:39][NH:38][C:36]([C:35]1[CH:47]=[CH:48][C:32]([CH2:31][NH:30][C:28]([C:27]2[CH:26]=[CH:25][C:24]([C:22]([O:21][CH3:20])=[O:23])=[CH:50][CH:49]=2)=[O:29])=[CH:33][CH:34]=1)=[O:37]. The yield is 0.860. (2) The reactants are [OH:1][NH:2][C:3]([C:5]1[CH:10]=[CH:9][CH:8]=[CH:7][N:6]=1)=[NH:4].[OH:11][C:12]1[CH:20]=[CH:19][C:18]([OH:21])=[CH:17][C:13]=1[C:14](O)=O. No catalyst specified. The product is [N:6]1[CH:7]=[CH:8][CH:9]=[CH:10][C:5]=1[C:3]1[N:4]=[C:14]([C:13]2[CH:17]=[C:18]([OH:21])[CH:19]=[CH:20][C:12]=2[OH:11])[O:1][N:2]=1. The yield is 0.0600. (3) The reactants are [CH3:1][N:2]([CH:4](OC)OC)[CH3:3].[C:9]([N:16]1[CH2:21][CH2:20][C:19](=[O:22])[CH2:18][CH2:17]1)([O:11][C:12]([CH3:15])([CH3:14])[CH3:13])=[O:10]. The catalyst is CN(C=O)C. The product is [C:12]([O:11][C:9]([N:16]1[CH2:21][CH2:20][C:19](=[O:22])[C:18](=[CH:1][N:2]([CH3:4])[CH3:3])[CH2:17]1)=[O:10])([CH3:15])([CH3:14])[CH3:13]. The yield is 0.760. (4) The reactants are [Si]([O:8][CH2:9][CH2:10][CH2:11][N:12]1[C:21](=[O:22])[C:20]2[C:15](=[CH:16][CH:17]=[C:18]([O:31][C:32]([F:35])([F:34])[F:33])[C:19]=2[CH:23](O)[C:24]2[CH:29]=[CH:28][CH:27]=[CH:26][CH:25]=2)[N:14]([CH3:36])[C:13]1=[O:37])(C(C)(C)C)(C)C.[SiH](CC)(CC)CC.[C:45](O)([C:47]([F:50])([F:49])[F:48])=[O:46]. The catalyst is CC(=O)OCC.O. The product is [F:48][C:47]([F:50])([F:49])[C:45]([O:8][CH2:9][CH2:10][CH2:11][N:12]1[C:21](=[O:22])[C:20]2[C:15](=[CH:16][CH:17]=[C:18]([O:31][C:32]([F:34])([F:35])[F:33])[C:19]=2[CH2:23][C:24]2[CH:25]=[CH:26][CH:27]=[CH:28][CH:29]=2)[N:14]([CH3:36])[C:13]1=[O:37])=[O:46]. The yield is 0.855. (5) The reactants are [CH3:1][O:2][C:3]1[CH:8]=[CH:7][N:6]=[C:5]([CH3:9])[CH:4]=1.Br[CH2:11][C:12](=O)[CH3:13].N12CCCN=C1CCCCC2. The catalyst is C1C=CC=CC=1. The product is [CH3:1][O:2][C:3]1[CH:8]=[CH:7][N:6]2[C:5]([CH:4]=1)=[CH:9][C:12]([CH3:13])=[CH:11]2. The yield is 0.310. (6) The catalyst is C(#N)C.C(OCC)(=O)C.[Ru]([O-])(=O)(=O)=O.C([N+](CCC)(CCC)CCC)CC. The yield is 0.770. The reactants are [F:1][C:2]1[CH:7]=[CH:6][CH:5]=[C:4]([F:8])[C:3]=1[C:9]1[NH:13][CH:12]=[C:11]([CH2:14][OH:15])[CH:10]=1.C[N+]1([O-])CCOCC1. The product is [F:1][C:2]1[CH:7]=[CH:6][CH:5]=[C:4]([F:8])[C:3]=1[C:9]1[NH:13][CH:12]=[C:11]([CH:14]=[O:15])[CH:10]=1. (7) The reactants are [Cl:1][C:2]1[CH:11]=[C:10]([C:12](Cl)=[O:13])[C:9]2[C:4](=[CH:5][CH:6]=[CH:7][CH:8]=2)[N:3]=1.Cl.[CH3:16][NH:17][CH3:18]. The catalyst is CCN(CC)CC.C(Cl)Cl. The product is [Cl:1][C:2]1[CH:11]=[C:10]([C:12]([N:17]([CH3:18])[CH3:16])=[O:13])[C:9]2[C:4](=[CH:5][CH:6]=[CH:7][CH:8]=2)[N:3]=1. The yield is 0.910. (8) The reactants are [NH2:1][C:2]1[N:7]([CH2:8][CH:9]([O:11][CH2:12][CH3:13])[CH3:10])[C:6](=[S:14])[NH:5][C:4](=[O:15])[CH:3]=1.[N:16]([O-])=[O:17].[Na+]. The catalyst is C(O)(=O)C. The product is [NH2:1][C:2]1[N:7]([CH2:8][CH:9]([O:11][CH2:12][CH3:13])[CH3:10])[C:6](=[S:14])[NH:5][C:4](=[O:15])[C:3]=1[N:16]=[O:17]. The yield is 0.700. (9) The reactants are [Br:1][C:2]1[S:6][C:5]([C:7]([C:9]2[CH:14]=[CH:13][C:12]([CH2:15][CH2:16][CH3:17])=[CH:11][CH:10]=2)=O)=[C:4]([CH3:18])[CH:3]=1.C([SiH](CC)CC)C.B(F)(F)F.C([O-])([O-])=O.[K+].[K+]. The catalyst is C(Cl)Cl.C(#N)C. The product is [Br:1][C:2]1[S:6][C:5]([CH2:7][C:9]2[CH:14]=[CH:13][C:12]([CH2:15][CH2:16][CH3:17])=[CH:11][CH:10]=2)=[C:4]([CH3:18])[CH:3]=1. The yield is 0.940.